This data is from Full USPTO retrosynthesis dataset with 1.9M reactions from patents (1976-2016). The task is: Predict the reactants needed to synthesize the given product. (1) The reactants are: [H-].[Na+].[CH3:3][N:4]1[CH2:9][CH2:8][NH:7][CH2:6][C@@H:5]1[CH2:10][OH:11].[Cl:12][C:13]1[CH:14]=[C:15]([NH:27][C:28]2[C:37]3[C:32](=[CH:33][CH:34]=[CH:35][C:36]=3F)[N:31]=[CH:30][N:29]=2)[CH:16]=[CH:17][C:18]=1[O:19][CH2:20][C:21]1[CH:26]=[CH:25][CH:24]=[CH:23][N:22]=1. Given the product [ClH:12].[ClH:12].[Cl:12][C:13]1[CH:14]=[C:15]([NH:27][C:28]2[C:37]3[C:32](=[CH:33][CH:34]=[CH:35][C:36]=3[O:11][CH2:10][C@H:5]3[CH2:6][NH:7][CH2:8][CH2:9][N:4]3[CH3:3])[N:31]=[CH:30][N:29]=2)[CH:16]=[CH:17][C:18]=1[O:19][CH2:20][C:21]1[CH:26]=[CH:25][CH:24]=[CH:23][N:22]=1, predict the reactants needed to synthesize it. (2) Given the product [Br:13][C:14]1[CH:19]=[C:18]([S:20]([NH:1][C:2]2[CH:11]=[CH:10][C:5]([C:6]([O:8][CH3:9])=[O:7])=[C:4]([OH:12])[CH:3]=2)(=[O:22])=[O:21])[CH:17]=[N:16][C:15]=1[Cl:24], predict the reactants needed to synthesize it. The reactants are: [NH2:1][C:2]1[CH:3]=[C:4]([OH:12])[C:5](=[CH:10][CH:11]=1)[C:6]([O:8][CH3:9])=[O:7].[Br:13][C:14]1[C:15]([Cl:24])=[N:16][CH:17]=[C:18]([S:20](Cl)(=[O:22])=[O:21])[CH:19]=1.